Dataset: Reaction yield outcomes from USPTO patents with 853,638 reactions. Task: Predict the reaction yield, written as a fraction of the theoretical maximum amount of product (1.0 means a 100% yield; for example, 0.34 means a 34% yield). (1) The reactants are [CH3:1][C:2]1[N:7]=[CH:6][C:5]([N:8]2[CH2:13][CH2:12][CH:11]([C:14]([OH:16])=O)[CH2:10][CH2:9]2)=[CH:4][CH:3]=1.C(Cl)(=O)C(Cl)=O.[CH3:23][C:24]1[CH:25]=[CH:26][C:27]2[NH:36][CH2:35][CH2:34][C:33]3[N:32]=[C:31]([N:37]4[CH2:42][CH2:41][O:40][CH2:39][CH2:38]4)[NH:30][C:29]=3[C:28]=2[CH:43]=1.C(N(CC)CC)C. The catalyst is C(Cl)Cl.CN(C=O)C. The product is [CH3:23][C:24]1[CH:25]=[CH:26][C:27]2[N:36]([C:14]([CH:11]3[CH2:10][CH2:9][N:8]([C:5]4[CH:6]=[N:7][C:2]([CH3:1])=[CH:3][CH:4]=4)[CH2:13][CH2:12]3)=[O:16])[CH2:35][CH2:34][C:33]3[N:32]=[C:31]([N:37]4[CH2:38][CH2:39][O:40][CH2:41][CH2:42]4)[NH:30][C:29]=3[C:28]=2[CH:43]=1. The yield is 0.180. (2) The reactants are [N:1]1[N:2]=[CH:3][N:4]([C:6]2[C:7]3[CH2:15][CH2:14][N:13](C(OC(C)(C)C)=O)[CH2:12][C:8]=3[N:9]=[CH:10][N:11]=2)[CH:5]=1.C(O)(C(F)(F)F)=O. The catalyst is C(Cl)Cl. The product is [N:1]1[N:2]=[CH:3][N:4]([C:6]2[C:7]3[CH2:15][CH2:14][NH:13][CH2:12][C:8]=3[N:9]=[CH:10][N:11]=2)[CH:5]=1. The yield is 0.900. (3) The yield is 0.240. The catalyst is CCOCC.C1COCC1.Cl[Pd](Cl)([P](C1C=CC=CC=1)(C1C=CC=CC=1)C1C=CC=CC=1)[P](C1C=CC=CC=1)(C1C=CC=CC=1)C1C=CC=CC=1.C(OCC)(=O)C.O1CCOCC1. The product is [CH3:1][N:2]1[CH:6]=[CH:5][CH:4]=[C:3]1[C:26]1[CH:27]=[C:28]([CH:31]=[CH:32][CH:33]=1)[CH:29]=[O:30]. The reactants are [CH3:1][N:2]1[CH:6]=[CH:5][CH:4]=[CH:3]1.CN(CCN(C)C)C.[Li]CCCC.[Sn](Cl)(C)(C)C.Br[C:26]1[CH:27]=[C:28]([CH:31]=[CH:32][CH:33]=1)[CH:29]=[O:30].[F-].[K+]. (4) The reactants are [OH:1][CH:2]1[CH2:7][CH2:6][N:5]([C:8]([O:10][C:11]([CH3:14])([CH3:13])[CH3:12])=[O:9])[CH2:4][CH2:3]1.[C:15]1([CH3:25])[CH:20]=[CH:19][C:18]([S:21](Cl)(=[O:23])=[O:22])=[CH:17][CH:16]=1.C(N(CC)CC)C. The catalyst is ClCCl.O. The product is [CH3:25][C:15]1[CH:20]=[CH:19][C:18]([S:21]([O:1][CH:2]2[CH2:3][CH2:4][N:5]([C:8]([O:10][C:11]([CH3:14])([CH3:13])[CH3:12])=[O:9])[CH2:6][CH2:7]2)(=[O:23])=[O:22])=[CH:17][CH:16]=1. The yield is 0.890. (5) The product is [CH3:29][C:28]1[CH:27]=[CH:26][CH:25]=[C:24]([CH3:30])[C:23]=1[N:17]1[C:16](=[O:31])[C:15]2[C:19](=[CH:20][CH:21]=[C:13]([NH:12][C:2]3[N:11]=[C:10]([C:4]4[CH:9]=[CH:8][CH:7]=[CH:6][CH:5]=4)[C:9]4[C:4](=[CH:5][CH:6]=[CH:7][CH:8]=4)[N:3]=3)[CH:14]=2)[C:18]1=[O:22]. The catalyst is C(O)CCC. The yield is 0.210. The reactants are Cl[C:2]1[N:11]=[CH:10][C:9]2[C:4](=[CH:5][CH:6]=[CH:7][CH:8]=2)[N:3]=1.[NH2:12][C:13]1[CH:14]=[C:15]2[C:19](=[CH:20][CH:21]=1)[C:18](=[O:22])[N:17]([C:23]1[C:28]([CH3:29])=[CH:27][CH:26]=[CH:25][C:24]=1[CH3:30])[C:16]2=[O:31]. (6) The reactants are [CH3:1][C:2]1[N:3]=[C:4]([NH2:7])[S:5][CH:6]=1.[Cl:8][C:9]1[CH:14]=[C:13]([S:15][C:16]2[CH:21]=[CH:20][CH:19]=[CH:18][C:17]=2[CH:22]([CH3:24])[CH3:23])[CH:12]=[CH:11][N:10]=1.P([O-])([O-])([O-])=O.[K+].[K+].[K+].C1(P(C2C=CC=CC=2)C2C3OC4C(=CC=CC=4P(C4C=CC=CC=4)C4C=CC=CC=4)C(C)(C)C=3C=CC=2)C=CC=CC=1. The catalyst is C1C=CC(/C=C/C(/C=C/C2C=CC=CC=2)=O)=CC=1.C1C=CC(/C=C/C(/C=C/C2C=CC=CC=2)=O)=CC=1.C1C=CC(/C=C/C(/C=C/C2C=CC=CC=2)=O)=CC=1.[Pd].[Pd]. The product is [ClH:8].[CH:22]([C:17]1[CH:18]=[CH:19][CH:20]=[CH:21][C:16]=1[S:15][C:13]1[CH:12]=[CH:11][N:10]=[C:9]([NH:7][C:4]2[S:5][CH:6]=[C:2]([CH3:1])[N:3]=2)[CH:14]=1)([CH3:24])[CH3:23]. The yield is 0.350. (7) The reactants are Br[C:2]1[CH:3]=[C:4]([N:22]([CH2:29][CH3:30])[CH:23]2[CH2:28][CH2:27][O:26][CH2:25][CH2:24]2)[C:5]([CH3:21])=[C:6]([CH:20]=1)[C:7]([NH:9][CH2:10][C:11]1[C:12](=[O:19])[NH:13][C:14]([CH3:18])=[CH:15][C:16]=1[CH3:17])=[O:8].[CH3:31][C:32]1[CH:33]=[C:34]([CH:37]=[CH:38][C:39]=1B1OC(C)(C)C(C)(C)O1)[CH:35]=[O:36].C([O-])([O-])=O.[Na+].[Na+]. The catalyst is O1CCOCC1.O.C1C=CC([P]([Pd]([P](C2C=CC=CC=2)(C2C=CC=CC=2)C2C=CC=CC=2)([P](C2C=CC=CC=2)(C2C=CC=CC=2)C2C=CC=CC=2)[P](C2C=CC=CC=2)(C2C=CC=CC=2)C2C=CC=CC=2)(C2C=CC=CC=2)C2C=CC=CC=2)=CC=1. The product is [CH3:17][C:16]1[CH:15]=[C:14]([CH3:18])[NH:13][C:12](=[O:19])[C:11]=1[CH2:10][NH:9][C:7]([C:6]1[CH:20]=[C:2]([C:39]2[CH:38]=[CH:37][C:34]([CH:35]=[O:36])=[CH:33][C:32]=2[CH3:31])[CH:3]=[C:4]([N:22]([CH2:29][CH3:30])[CH:23]2[CH2:28][CH2:27][O:26][CH2:25][CH2:24]2)[C:5]=1[CH3:21])=[O:8]. The yield is 0.693.